From a dataset of Forward reaction prediction with 1.9M reactions from USPTO patents (1976-2016). Predict the product of the given reaction. (1) Given the reactants [F:1][C:2]1[CH:7]=[CH:6][CH:5]=[CH:4][C:3]=1B(O)O.Br[C:12]1[CH:17]=[CH:16][C:15]([OH:18])=[CH:14][C:13]=1[Cl:19].C(=O)([O-])[O-].[Cs+].[Cs+], predict the reaction product. The product is: [Cl:19][C:13]1[CH:14]=[C:15]([OH:18])[CH:16]=[CH:17][C:12]=1[C:3]1[CH:4]=[CH:5][CH:6]=[CH:7][C:2]=1[F:1]. (2) Given the reactants [Cl:1][C:2]1[CH:7]=[C:6]([O:8][C:9]2[C:18]3[C:13](=[CH:14][C:15]([OH:21])=[C:16]([O:19][CH3:20])[CH:17]=3)[N:12]=[CH:11][N:10]=2)[CH:5]=[CH:4][C:3]=1[NH:22][C:23]([NH:25][CH2:26][CH2:27][CH3:28])=[O:24].C(=O)([O-])[O-].[K+].[K+].[Br:35][CH2:36][CH2:37]Br, predict the reaction product. The product is: [Br:35][CH2:36][CH2:37][O:21][C:15]1[CH:14]=[C:13]2[C:18]([C:9]([O:8][C:6]3[CH:5]=[CH:4][C:3]([NH:22][C:23]([NH:25][CH2:26][CH2:27][CH3:28])=[O:24])=[C:2]([Cl:1])[CH:7]=3)=[N:10][CH:11]=[N:12]2)=[CH:17][C:16]=1[O:19][CH3:20]. (3) Given the reactants C(OC(=O)CC([C:9]1([CH2:22][CH:23]=[CH2:24])[CH2:21][CH2:20][C:12]2([O:17][CH2:16][C:15]([CH3:19])([CH3:18])[CH2:14][O:13]2)[CH2:11][CH2:10]1)C#N)C, predict the reaction product. The product is: [CH2:22]([C:9]1([CH2:11][C:12]([OH:17])=[O:13])[CH2:21][CH2:20][C:12]2([O:17][CH2:16][C:15]([CH3:19])([CH3:18])[CH2:14][O:13]2)[CH2:11][CH2:10]1)[CH:23]=[CH2:24]. (4) The product is: [C:1]([O:5][C:6]([N:8]1[CH2:13][CH2:12][CH:11]([N:14]2[CH2:18][CH2:17][CH:16]([O:19][C:34]3[CH:35]=[CH:36][C:31]([N:30]4[C:26]([CH3:25])=[N:27][N:28]=[N:29]4)=[CH:32][CH:33]=3)[C:15]2=[O:24])[CH2:10][CH2:9]1)=[O:7])([CH3:4])([CH3:3])[CH3:2]. Given the reactants [C:1]([O:5][C:6]([N:8]1[CH2:13][CH2:12][CH:11]([N:14]2[CH2:18][CH2:17][C@@H:16]([O:19]S(C)(=O)=O)[C:15]2=[O:24])[CH2:10][CH2:9]1)=[O:7])([CH3:4])([CH3:3])[CH3:2].[CH3:25][C:26]1[N:30]([C:31]2[CH:36]=[CH:35][C:34](O)=[CH:33][CH:32]=2)[N:29]=[N:28][N:27]=1.C([O-])([O-])=O.[K+].[K+], predict the reaction product.